This data is from Reaction yield outcomes from USPTO patents with 853,638 reactions. The task is: Predict the reaction yield, written as a fraction of the theoretical maximum amount of product (1.0 means a 100% yield; for example, 0.34 means a 34% yield). (1) The reactants are [OH:1][C:2]1[CH:3]=[CH:4][CH:5]=[C:6]2[C:11]=1[CH:10]=[N:9][CH:8]=[CH:7]2.[H-].[Na+].Br[CH2:15][CH2:16][CH3:17]. The catalyst is CN(C=O)C.CCOC(C)=O. The product is [CH2:15]([O:1][C:2]1[CH:3]=[CH:4][CH:5]=[C:6]2[C:11]=1[CH:10]=[N:9][CH:8]=[CH:7]2)[CH2:16][CH3:17]. The yield is 0.630. (2) The reactants are [CH2:1]([N:3]=[C:4]=[O:5])[CH3:2].[N:6]1([CH2:11][CH2:12][CH2:13][NH2:14])[CH2:10][CH2:9][CH2:8][CH2:7]1. The catalyst is C(Cl)(Cl)Cl. The product is [CH2:1]([NH:3][C:4]([NH:14][CH2:13][CH2:12][CH2:11][N:6]1[CH2:10][CH2:9][CH2:8][CH2:7]1)=[O:5])[CH3:2]. The yield is 0.964.